Dataset: Forward reaction prediction with 1.9M reactions from USPTO patents (1976-2016). Task: Predict the product of the given reaction. (1) Given the reactants Br[C:2]1[CH:7]=[CH:6][CH:5]=[CH:4][N:3]=1.[CH2:8]([C:12]1[O:13][C:14]2[C:20]([OH:21])=[CH:19][CH:18]=[CH:17][C:15]=2[N:16]=1)[CH2:9][C:10]#[CH:11], predict the reaction product. The product is: [N:3]1[CH:4]=[CH:5][CH:6]=[CH:7][C:2]=1[C:4]#[C:5][CH2:6][CH2:7][C:17]1[C:15]2[N:16]=[CH:12][O:13][C:14]=2[C:20]([OH:21])=[CH:19][CH:18]=1.[N:3]1[CH:4]=[CH:5][CH:6]=[CH:7][C:2]=1[C:11]#[C:10][CH2:9][CH2:8][C:12]1[O:13][C:14]2[C:20]([OH:21])=[CH:19][CH:18]=[CH:17][C:15]=2[N:16]=1. (2) Given the reactants Br[CH:2]([CH2:23][CH2:24][CH2:25][CH2:26][CH2:27][CH3:28])[C:3]([O:5][C@H:6]([CH2:12][CH2:13][CH2:14][CH2:15][CH2:16][CH2:17][CH2:18][CH2:19][CH2:20][CH2:21][CH3:22])[CH2:7][C:8]([O:10]C)=O)=[O:4].C([Mg]Cl)(C)(C)C, predict the reaction product. The product is: [CH2:23]([C:2]1[C:3](=[O:4])[O:5][C@H:6]([CH2:12][CH2:13][CH2:14][CH2:15][CH2:16][CH2:17][CH2:18][CH2:19][CH2:20][CH2:21][CH3:22])[CH2:7][C:8]=1[OH:10])[CH2:24][CH2:25][CH2:26][CH2:27][CH3:28].